Dataset: Full USPTO retrosynthesis dataset with 1.9M reactions from patents (1976-2016). Task: Predict the reactants needed to synthesize the given product. (1) Given the product [CH:19]1[CH:18]=[CH:17][CH:16]=[C:15]2[C:20]=1[C:21]1[C:8]([C:9]3[C:14]2=[CH:13][CH:12]=[CH:11][CH:10]=3)=[CH:7][C:6]2=[C:23]3[C:3]([CH:4]=[C:5]2[CH:22]=1)=[C:2]([N:50]1[C:51]2[CH:39]=[CH:40][CH:41]=[CH:42][C:43]=2[C:44]2[C:49]1=[CH:48][CH:47]=[CH:46][CH:45]=2)[CH:26]=[CH:25][C:24]13[C:38]2[CH:37]=[CH:36][CH:35]=[CH:34][C:33]=2[C:32]2[C:27]1=[CH:28][CH:29]=[CH:30][CH:31]=2, predict the reactants needed to synthesize it. The reactants are: Br[C:2]1[CH:26]=[CH:25][C:24]2([C:38]3[CH:37]=[CH:36][CH:35]=[CH:34][C:33]=3[C:32]3[C:27]2=[CH:28][CH:29]=[CH:30][CH:31]=3)[C:23]2[C:3]=1[CH:4]=[C:5]1[CH:22]=[C:21]3[C:8]([C:9]4[C:14]([C:15]5[C:20]3=[CH:19][CH:18]=[CH:17][CH:16]=5)=[CH:13][CH:12]=[CH:11][CH:10]=4)=[CH:7][C:6]1=2.[CH:39]1[C:51]2[NH:50][C:49]3[C:44](=[CH:45][CH:46]=[CH:47][CH:48]=3)[C:43]=2[CH:42]=[CH:41][CH:40]=1.CC(C)([O-])C.[Na+]. (2) Given the product [C:1]1([C@@H:7]([N:9]2[CH:13]=[C:12]([C:14]([Cl:19])=[O:16])[CH:11]=[N:10]2)[CH3:8])[CH:6]=[CH:5][CH:4]=[CH:3][CH:2]=1, predict the reactants needed to synthesize it. The reactants are: [C:1]1([C@@H:7]([N:9]2[CH:13]=[C:12]([C:14]([OH:16])=O)[CH:11]=[N:10]2)[CH3:8])[CH:6]=[CH:5][CH:4]=[CH:3][CH:2]=1.S(Cl)([Cl:19])=O. (3) Given the product [O:3]1[C:4]2[CH:10]=[CH:9][CH:8]=[CH:7][C:5]=2[N:6]=[C:2]1[NH:11][C:12]1[CH:17]=[CH:16][C:15]([CH2:18][C:19]([O:21][CH2:22][CH3:23])=[O:20])=[CH:14][C:13]=1[Cl:24], predict the reactants needed to synthesize it. The reactants are: Cl[C:2]1[O:3][C:4]2[CH:10]=[CH:9][CH:8]=[CH:7][C:5]=2[N:6]=1.[NH2:11][C:12]1[CH:17]=[CH:16][C:15]([CH2:18][C:19]([O:21][CH2:22][CH3:23])=[O:20])=[CH:14][C:13]=1[Cl:24].